Dataset: Catalyst prediction with 721,799 reactions and 888 catalyst types from USPTO. Task: Predict which catalyst facilitates the given reaction. (1) Reactant: [Cl:1][C:2]1[CH:7]=[CH:6][C:5]([CH:8]2[C:17]3[C:12](=[CH:13][C:14]([C:18]4[N:19]=[N:20][C:21](Cl)=[CH:22][CH:23]=4)=[CH:15][CH:16]=3)[CH:11]([CH3:25])[NH:10][CH2:9]2)=[CH:4][CH:3]=1.NN. Product: [Cl:1][C:2]1[CH:3]=[CH:4][C:5]([CH:8]2[C:17]3[C:12](=[CH:13][C:14]([C:18]4[N:19]=[N:20][CH:21]=[CH:22][CH:23]=4)=[CH:15][CH:16]=3)[CH:11]([CH3:25])[NH:10][CH2:9]2)=[CH:6][CH:7]=1. The catalyst class is: 29. (2) Reactant: [CH2:1]([O:8][C:9]([NH:11][C@H:12]1[C@H:16]([O:17][CH3:18])[CH2:15][N:14](C(OC(C)(C)C)=O)[CH2:13]1)=[O:10])[C:2]1[CH:7]=[CH:6][CH:5]=[CH:4][CH:3]=1.Cl. Product: [CH3:18][O:17][C@@H:16]1[CH2:15][NH:14][CH2:13][C@H:12]1[NH:11][C:9](=[O:10])[O:8][CH2:1][C:2]1[CH:7]=[CH:6][CH:5]=[CH:4][CH:3]=1. The catalyst class is: 135. (3) Reactant: [Cl:1][C:2]1[N:7]=[N:6][C:5]([C:8](OCC)=[O:9])=[C:4]([NH:13][C:14]2[CH:19]=[C:18]([CH3:20])[CH:17]=[C:16]([CH:21]([CH3:23])[CH3:22])[N:15]=2)[CH:3]=1.[NH3:24]. Product: [Cl:1][C:2]1[N:7]=[N:6][C:5]([C:8]([NH2:24])=[O:9])=[C:4]([NH:13][C:14]2[CH:19]=[C:18]([CH3:20])[CH:17]=[C:16]([CH:21]([CH3:23])[CH3:22])[N:15]=2)[CH:3]=1. The catalyst class is: 5.